Dataset: Full USPTO retrosynthesis dataset with 1.9M reactions from patents (1976-2016). Task: Predict the reactants needed to synthesize the given product. (1) Given the product [CH2:1]([C:8]1[O:9][C:10]2[CH:37]=[CH:36][CH:35]=[CH:34][C:11]=2[C:12]=1[C:13]1[CH:14]=[CH:15][C:16]([C:19]2[CH:24]=[CH:23][C:22]([O:25][C@@H:41]([CH2:43][C:44]3[CH:49]=[CH:48][CH:47]=[CH:46][CH:45]=3)[C:40]([OH:50])=[O:39])=[C:21]([C:26]3[CH:27]=[CH:28][C:29]([O:32][CH3:33])=[CH:30][CH:31]=3)[CH:20]=2)=[CH:17][CH:18]=1)[C:2]1[CH:3]=[CH:4][CH:5]=[CH:6][CH:7]=1, predict the reactants needed to synthesize it. The reactants are: [CH2:1]([C:8]1[O:9][C:10]2[CH:37]=[CH:36][CH:35]=[CH:34][C:11]=2[C:12]=1[C:13]1[CH:18]=[CH:17][C:16]([C:19]2[CH:24]=[CH:23][C:22]([OH:25])=[C:21]([C:26]3[CH:31]=[CH:30][C:29]([O:32][CH3:33])=[CH:28][CH:27]=3)[CH:20]=2)=[CH:15][CH:14]=1)[C:2]1[CH:7]=[CH:6][CH:5]=[CH:4][CH:3]=1.C[O:39][C:40](=[O:50])[C@H:41]([CH2:43][C:44]1[CH:49]=[CH:48][CH:47]=[CH:46][CH:45]=1)O. (2) Given the product [CH3:3][C:4]1[S:8][CH:7]=[C:6](/[CH:9]=[C:10](/[C@H:11]2[O:29][C:27](=[O:28])[CH2:26][C@H:25]([OH:30])[C:24]([CH3:32])([CH3:31])[C:22](=[O:23])[C@H:21]([CH3:33])[C@@H:20]([OH:34])[CH2:19][CH2:18][CH2:17][CH2:16][CH:14]=[CH:13][CH2:12]2)\[CH3:36])[N:5]=1, predict the reactants needed to synthesize it. The reactants are: [K+].[Br-].[CH3:3][C:4]1[S:8][CH:7]=[C:6](/[CH:9]=[CH:10]/[C@H:11]2[O:29][C:27](=[O:28])[CH2:26][C@H:25]([OH:30])[C:24]([CH3:32])([CH3:31])[C:22](=[O:23])[C@H:21]([CH3:33])[C@@H:20]([OH:34])[C@@H:19](C)[CH2:18][CH2:17][CH2:16][C@H:14]3O[C@H:13]3[CH2:12]2)[N:5]=1.[CH3:36]C1OC=C(/C=C(/[C@H]2OC(=O)C[C@H](O)C(C)(C)C(=O)[C@H](C)[C@@H](O)[C@@H](C)CCCC(C)=CC2)\C)N=1. (3) Given the product [C@@H:15]12[CH2:21][CH2:20][C@@H:19]1[CH2:18][N:17]([CH2:2][CH2:3][CH2:4][O:5][C:6]1[CH:14]=[CH:13][C:9]([C:10]([NH2:12])=[O:11])=[CH:8][CH:7]=1)[CH2:16]2, predict the reactants needed to synthesize it. The reactants are: Cl[CH2:2][CH2:3][CH2:4][O:5][C:6]1[CH:14]=[CH:13][C:9]([C:10]([NH2:12])=[O:11])=[CH:8][CH:7]=1.[C@@H:15]12[CH2:21][CH2:20][C@@H:19]1[CH2:18][NH:17][CH2:16]2.[I-].[Na+]. (4) Given the product [F:21][C:2]1[CH:3]=[C:4]2[C:9](=[CH:10][CH:11]=1)[N:8]=[CH:7][CH:6]=[CH:5]2, predict the reactants needed to synthesize it. The reactants are: N[C:2]1[CH:3]=[C:4]2[C:9](=[CH:10][CH:11]=1)[N:8]=[CH:7][CH:6]=[CH:5]2.N([O-])=O.[Na+].C(OCC)C.[F:21][B-](F)(F)F.[H+]. (5) Given the product [C:34]([O:33][C:31]([N:28]1[CH2:27][CH2:26][C:25]([NH:24][CH2:16][C:13]2[CH:14]=[C:15]3[C:10](=[CH:11][C:12]=2[O:18][CH3:19])[N:9]=[CH:8][N:7]=[C:6]3[NH:5][C:4]2[CH:20]=[CH:21][CH:22]=[C:2]([Cl:1])[C:3]=2[F:23])([C:38]([OH:40])=[O:39])[CH2:30][CH2:29]1)=[O:32])([CH3:37])([CH3:35])[CH3:36], predict the reactants needed to synthesize it. The reactants are: [Cl:1][C:2]1[C:3]([F:23])=[C:4]([CH:20]=[CH:21][CH:22]=1)[NH:5][C:6]1[C:15]2[C:10](=[CH:11][C:12]([O:18][CH3:19])=[C:13]([CH:16]=O)[CH:14]=2)[N:9]=[CH:8][N:7]=1.[NH2:24][C:25]1([C:38]([OH:40])=[O:39])[CH2:30][CH2:29][N:28]([C:31]([O:33][C:34]([CH3:37])([CH3:36])[CH3:35])=[O:32])[CH2:27][CH2:26]1. (6) Given the product [C:1]([CH2:4][C@@H:5]([C:25]1[CH:26]=[C:27]([CH2:31][CH2:32][C:33]2[CH:38]=[CH:37][C:36]([CH2:39][CH2:40][CH2:41][CH2:42][CH2:43][CH2:44][NH:45][C:46](=[O:77])[CH2:47][NH:48][C:49](=[O:76])[C@@H:50]([N:52]3[CH2:63][CH2:62][N:61]([CH2:64][C:65]([O-:67])=[O:66])[CH2:60][CH2:59][N:58]([CH2:68][C:69]([O-:71])=[O:70])[CH2:57][CH2:56][N:55]([CH2:72][C:73]([O-:75])=[O:74])[CH2:54][CH2:53]3)[CH3:51])=[CH:35][CH:34]=2)[CH:28]=[N:29][CH:30]=1)[NH:6][C:7]([C@@H:9]1[CH2:14][CH2:13][CH2:12][N:11]([C:15](=[O:24])[CH2:16][CH2:17][CH:18]2[CH2:19][CH2:20][NH:21][CH2:22][CH2:23]2)[CH2:10]1)=[O:8])([OH:3])=[O:2].[Gd+3:78], predict the reactants needed to synthesize it. The reactants are: [C:1]([CH2:4][C@@H:5]([C:25]1[CH:26]=[C:27]([C:31]#[C:32][C:33]2[CH:38]=[CH:37][C:36]([CH2:39][CH2:40][CH2:41][CH2:42][CH2:43][CH2:44][NH:45][C:46](=[O:77])[CH2:47][NH:48][C:49](=[O:76])[C@@H:50]([N:52]3[CH2:63][CH2:62][N:61]([CH2:64][C:65]([O-:67])=[O:66])[CH2:60][CH2:59][N:58]([CH2:68][C:69]([O-:71])=[O:70])[CH2:57][CH2:56][N:55]([CH2:72][C:73]([O-:75])=[O:74])[CH2:54][CH2:53]3)[CH3:51])=[CH:35][CH:34]=2)[CH:28]=[N:29][CH:30]=1)[NH:6][C:7]([C@@H:9]1[CH2:14][CH2:13][CH2:12][N:11]([C:15](=[O:24])[CH2:16][CH2:17][CH:18]2[CH2:23][CH2:22][NH:21][CH2:20][CH2:19]2)[CH2:10]1)=[O:8])([OH:3])=[O:2].[Gd+3:78].